This data is from Peptide-MHC class I binding affinity with 185,985 pairs from IEDB/IMGT. The task is: Regression. Given a peptide amino acid sequence and an MHC pseudo amino acid sequence, predict their binding affinity value. This is MHC class I binding data. (1) The peptide sequence is AMHTALTGA. The MHC is HLA-A02:03 with pseudo-sequence HLA-A02:03. The binding affinity (normalized) is 0.749. (2) The peptide sequence is LMLLALIAV. The MHC is HLA-A02:06 with pseudo-sequence HLA-A02:06. The binding affinity (normalized) is 0.807.